From a dataset of B-cell epitopes from IEDB database with 3,159 antigens for binding position prediction. Token-level Classification. Given an antigen amino acid sequence, predict which amino acid positions are active epitope sites capable of antibody binding. Output is a list of indices for active positions. (1) The epitope positions are: [14, 15, 16, 17, 18, 19, 20, 21, 22, 23, 24, 25, 26, 27, 28, 29]. The amino acids at these positions are: SGAVWMCTPAEALPIQ. Given the antigen sequence: MRGGTSALLHALTFSGAVWMCTPAEALPIQKSVQLGSFDKVVPSREVVSESLAPSFAVTETHSSVQSPSKQETQLCAISSEGKPCRNRQLHTDNGYFIGASCPKSACCSKTMCGPGGCGEFCSSNWIFCSSSLIYHPDKSYGGDCSCEKQGHRCDKNAECVENLDAGGGVHCKCKDGFVGTGLTCSEDPCSKRGNAKCGPNGTCIVVDSVSYTCTCGDGETLVNLPEGGQGCKRTGCHAFRENCSPGRCIDDASHENGYTCECPTGYSREVTSKAEESCVEGVEVTLAEKCEKEFGISASSCKCDNGYSGSASATSHHGKGESGSEGSLSEKMNIVFKCPSGYHPRYHAHTVTCEKIKQ, which amino acid positions are active epitope sites? (2) Given the antigen sequence: MKALLFLFSLIFFVTKCQCETEDYKQLLVKLDKLEGLVVDGYELFHKNKISLDNIDAVQNIDGNNVNALAYKIRDIVGKYLELQIPGHGNLLHMIRELALDANGLKYLVENYEEFNQLMHVINFNYDLLRAKLNDMCAHEYCKIPEHLKISAKELDMLKKVVLGYRKPLDNIKDDIGKMEAFINKNKETINNINQLITAENAKIVGHPINGVNVTGASSDAVANTGTPVAAAAGAAAAAVPGAIASPSPVESSTPENYDQKKVIFQAIYNFIFYTNQLEEAQKLMQVLEKRVKLLKEHKSIKALLEQIATEKNNLTTNNATTGGATTIPEEVQKKIADLEKQIVAIAKTVNFDMDGLFTNVEELEYYLREKAKMAGTLIGPESSQSTGTPGKAVPTLKETYPYGITYALPERTIYELIEKFGSEESFGDLQNPDNGRQPNKGIIINETKRKTLVDKIMSKIKLEEEKLPKLKKEYDEKMEQYKQKVQDFLPTLKYFYEGK..., which amino acid positions are active epitope sites? The epitope positions are: [1739, 1740, 1741, 1742, 1743, 1744, 1745, 1746, 1747, 1748, 1749, 1750, 1751, 1752, 1753, 1754, 1755, 1756]. The amino acids at these positions are: RCLLGFKEVGGKCVPASI. (3) Given the antigen sequence: MNHLGNVKYLVIVFLIFFDLFLVNGRDVQNNIVDEIKYREEVCNDEVDLYLLMDCSGSIRRHNWVNHAVPLAMKLIQQLNLNDNAIHLYASVFSNNAREIIRLHSDASKNKEKALIIIKSLLSTNLPYGKTNLTDALLQVRKHLNDRINRENANQLVVILTDGIPDSIQDSLKESRKLSDRGVKIAVFGIGQGINVAFNRFLVGCHPSDGKCNLYADSAWENVKNVIGPFMKAVCVEVEKTASCGVWDEWSPCSVTCGKGTRSRKREILHEGCTSELQEQCEEERCLPKREPLDVPDEPEDDQPRPRGDNFAVEKPNENIIDNNPQEPSPNPEEGKGENPNGFDLDENPENPPNPPNPPNPPNPPNPPNPDIPEQEPNIPEDSEKEVPSDVPKNPEDDREENFDIPKKPENKHDNQNNLPNDKSDRYIPYSPLSPKVLDNERKQSDPQSQDNNGNRHVPNSEDRETRPHGRNNENRSYNRKHNNTPKHPEREEHEKPDNN..., which amino acid positions are active epitope sites? The epitope positions are: [204, 205, 206, 207, 208, 209, 210, 211, 212]. The amino acids at these positions are: CHPSDGKCN. (4) Given the antigen sequence: MASLSRPSLPSCLCSFLLLLLLQVSSSYAGQFRVIGPRHPIRALVGDEVELPCRISPGKNATGMEVGWYRPPFSRVVHLYRNGKDQDGDQAPEYRGRTELLKDAIGEGKVTLRIRNVRFSDEGGFTCFFRDHSYQEEAAMELKVEDPFYWVSPGVLVLLAVLPVLLLQITVGLVFLCLQYRLRGKLRAEIENLHRTFDPHFLRVPCWKITLFVIVPVLGPLVALIICYNWLHRRLAGQFLEELRNPF, which amino acid positions are active epitope sites? The epitope positions are: [63, 64, 65, 66, 67, 68, 69, 70, 71, 72, 73, 74, 75, 76, 77, 78, 79, 80, 81, 82... (21 total positions)]. The amino acids at these positions are: MEVGWYRPPFSRVVHLYRNGK. (5) Given the antigen sequence: MAKTIAYDEEARRGLERGLNALADAVKVTLGPKGRNVVLEKKWGAPTITNDGVSIAKEIELEDPYEKIGAELVKEVAKKTDDVAGDGTTTATVLAQALVREGLRNVAAGANPLGLKRGIEKAVEKVTETLLKGAKEVETKEQIAATAAISAGDQSIGDLIAEAMDKVGNEGVITVEESNTFGLQLELTEGMRFDKGYISGYFVTDPERQEAVLEDPYILLVSSKVSTVKDLLPLLEKVIGAGKPLLIIAEDVEGEALSTLVVNKIRGTFKSVAVKAPGFGDRRKAMLQDMAILTGGQVISEEVGLTLENADLSLLGKARKVVVTKDETTIVEGAGDTDAIAGRVAQIRQEIENSDSDYDREKLQERLAKLAGGVAVIKAGAATEVELKERKHRIEDAVRNAKAAVEEGIVAGGGVTLLQAAPTLDELKLEGDEATGANIVKVALEAPLKQIAFNSGLEPGVVAEKVRNLPAGHGLNAQTGVYEDLLAAGVADPVKVTRSA..., which amino acid positions are active epitope sites? The epitope positions are: [346, 347, 348, 349, 350, 351, 352, 353, 354, 355]. The amino acids at these positions are: IRQEIENSDS. (6) Given the antigen sequence: MEVRVPNFHSFVEGITSSYIRTPACWDSRSAWDSDVFHDPDVIKVGGAYCCTQCCGVLYYGAPPTDGVCFPHHKCHQQLSRVDNPLLRFVKIGRTTEHLLDQYAVILSCIADHYEKAAQSRTSMSGGDALTSFDIIVRTESLRTDRPLDPDFWTAPLERRESDARSDIATAGWRMIDASSQSQTVPDCVVSNLLHTRHVFSQMLTTTTAYDVAVTGKPAKFSPLVAVMPTSDSGVISLTRDNWDHDVEAAWLNGFAFSPIIGGVGISGQFDRGACHNYGHPMVGSGKKVSHYRNLFMEVCRGWSMSAFTCAVGLEPAECELRLRGQARTMLGRALPDVCDFGETIHTGQSSAPLRRSSKVSFIECGW, which amino acid positions are active epitope sites? The epitope positions are: [18, 19, 20, 21, 22, 23, 24, 25, 26]. The amino acids at these positions are: YIRTPACWD. (7) Given the antigen sequence: MSLIYKPKMQHEDMQDLISQIRFVAAEGKIWLGEQRMLLMQLSTLASFRREIISLIGIERAKGFFLRLGYQSGLMDAELARKLRPAMREEEVFLAGPQLYALKGMVKVRLLTMDIAIRDGRFNVEAEWIDSFEVDICRTELGLMNEPVCWTVLGYASGYGSAFMGRRIIFQETSCRGCGDDKCLIVGKTAEEWGDVSSFEAYFKSDPIVDERYELQTQVANLRNRLKQYDGQYYGIGHSPAYKRICETIDKAARGKVSVLLLGETGVGKEVIARSVHLRSERAEQPFVAVNCAAIPPDLIESELFGVDKGAYTGAVNARAGRFERANGGTIFLDEVIELTPRAQATLLRVLQEGELERVGGDRTRKVDVRLITATNENLEEAVKMGRFRADLFFRLNVFPVQIPPLRERVEDIPLLVEHFLRRHHKEYGKKTLGLSDRAMEACLHYQWPGNIRELENALERGVILTESNESINVESLFPGLAMATEGDRLSSEGRLEEES..., which amino acid positions are active epitope sites? The epitope positions are: [339, 340, 341, 342, 343, 344, 345, 346, 347, 348]. The amino acids at these positions are: TPRAQATLLR. (8) Given the antigen sequence: MSDGAAARRWGKCGPPCSRESIMVAFKGVWTQAFWKAVTAEFLAMLIFVLLSVGSTINWGGSENPLPVDMVLISLCFGLSIATMVQCFGHISGGHINPAVTVAMVCTRKISIAKSVFYITAQCLGAIIGAGILYLVTPPSVVGGLGVTTVHGNLTAGHGLLVELIITFQLVFTIFASCDSKRTDVTGSVALAIGFSVAIGHLFAINYTGASMNPARSFGPAVIMGNWENHWIYWVGPIIGAVLAGALYEYVFCPDVELKRRLKEAFSKAAQQTKGSYMEVEDNRSQVETEDLILKPGVVHVIDIDRGDEKKGKDSSGEVLSSV, which amino acid positions are active epitope sites? The epitope positions are: [151, 152, 153, 154, 155, 156]. The amino acids at these positions are: GNLTAG. (9) The epitope positions are: [50, 51, 52, 53, 54, 55, 56, 57, 58, 59, 60]. The amino acids at these positions are: AFSFEAQGGLA. Given the antigen sequence: IKADHVSTYAAFVQTHRPTGEFMFEFDEDEQFYVDLDKKETVWHLEEFGRAFSFEAQGGLANIAILNNNLNTLIQRSNHTQAANDP, which amino acid positions are active epitope sites?